Dataset: Reaction yield outcomes from USPTO patents with 853,638 reactions. Task: Predict the reaction yield, written as a fraction of the theoretical maximum amount of product (1.0 means a 100% yield; for example, 0.34 means a 34% yield). The reactants are [F:1][C:2]([F:18])([F:17])[C:3]1[CH:4]=[CH:5][C:6]([N:11]2[CH:15]=[C:14]([CH3:16])[N:13]=[CH:12]2)=[C:7]([CH:10]=1)[C:8]#[N:9].[CH3:19][N+:20]([CH3:22])=[CH2:21].[I-]. The catalyst is CN(C=O)C. The product is [F:18][C:2]([F:1])([F:17])[C:3]1[CH:4]=[CH:5][C:6]([N:11]2[C:15]([CH2:19][N:20]([CH3:22])[CH3:21])=[C:14]([CH3:16])[N:13]=[CH:12]2)=[C:7]([CH:10]=1)[C:8]#[N:9]. The yield is 0.530.